This data is from Experimentally validated miRNA-target interactions with 360,000+ pairs, plus equal number of negative samples. The task is: Binary Classification. Given a miRNA mature sequence and a target amino acid sequence, predict their likelihood of interaction. (1) The miRNA is hsa-miR-485-5p with sequence AGAGGCUGGCCGUGAUGAAUUC. The protein sequence of the target gene is MGLGLLLPLLLLWTRGTQGSELDPKGQHVCVASSPSAELQCCAGWRQKDQECTIPICEGPDACQKDEVCVKPGLCRCKPGFFGAHCSSRCPGQYWGPDCRESCPCHPHGQCEPATGACQCQADRWGARCEFPCACGPHGRCDPATGVCHCEPGWWSSTCRRPCQCNTAAARCEQATGACVCKPGWWGRRCSFRCNCHGSPCEQDSGRCACRPGWWGPECQQQCECVRGRCSAASGECTCPPGFRGARCELPCPAGSHGVQCAHSCGRCKHNEPCSPDTGSCESCEPGWNGTQCQQPCLPG.... Result: 1 (interaction). (2) The miRNA is hsa-miR-1261 with sequence AUGGAUAAGGCUUUGGCUU. The protein sequence of the target gene is MEAAPPGPPWPLLLLLLLLLALCGCPAPAAASPLLLFANRRDVRLVDAGGVKLESTIVVSGLEDAAAVDFQFSKGAVYWTDVSEEAIKQTYLNQTGAAVQNVVISGLVSPDGLACDWVGKKLYWTDSETNRIEVANLNGTSRKVLFWQDLDQPRAIALDPAHGYMYWTDWGETPRIERAGMDGSTRKIIVDSDIYWPNGLTIDLEEQKLYWADAKLSFIHRANLDGSFRQKVVEGSLTHPFALTLSGDTLYWTDWQTRSIHACNKRTGGKRKEILSALYSPMDIQVLSQERQPFFHTRCE.... Result: 0 (no interaction). (3) The miRNA is hsa-miR-3662 with sequence GAAAAUGAUGAGUAGUGACUGAUG. The protein sequence of the target gene is MSQWTPEYNELYTLKVDMKSEIPSDAPKTQESLKGILLHPEPIGAAKSFPAGVEMINSKVGNEFSHLCDDSQKQEKEMNGNQQEQEKSLVVRKKRKSQQAGPSYVQNCVKENQGILGLRQHLGTPSDEDNDSSFSDCLSSPSSSLHFGDSDTVTSDEDKEVSVRHSQTILNAKSRSHSARSHKWPRTETESVSGLLMKRPCLHGSSLRRLPCRKRFVKNNSSQRTQKQKERILMQRKKREVLARRKYALLPSSSSSSENDLSSESSSSSSTEGEEDLFVSASENHQNNPAVPSGSIDEDV.... Result: 1 (interaction). (4) The miRNA is hsa-miR-6515-5p with sequence UUGGAGGGUGUGGAAGACAUC. The protein sequence of the target gene is MSAGGDFGNPLRKFKLVFLGEQSVGKTSLITRFMYDSFDNTYQATIGIDFLSKTMYLEDRTVRLQLWDTAGQERFRSLIPSYIRDSTVAVVVYDITNLNSFQQTSKWIDDVRTERGSDVIIMLVGNKTDLADKRQITIEEGEQRAKELSVMFIETSAKTGYNVKQLFRRVASALPGMENVQEKSKEGMIDIKLDKPQEPPASEGGCSC. Result: 1 (interaction). (5) The miRNA is hsa-miR-554 with sequence GCUAGUCCUGACUCAGCCAGU. The protein sequence of the target gene is MDKKHILCFLVLLPLNMALISAESEEGVNQTDLGVTRNKIMTAQYECYQKIMQDPIQQAEGLYCNRTWDGWLCWNDVAAGTESMQYCPDYFQDFDPSEKVTKICDQDGHWFRHPDSNRTWTNYTLCNNSTHEKVKTALNLFYLTIIGHGLSIASLIISLIIFFYFKSLSCQRITLHKNLFFSFICNSIVTIIHLTAVANNQALVATNPVSCKVSQFIHLYLMGCNYFWMLCEGVYLHTLIVVAVFAEKQHLMWYYFLGWGFPLLPACIHAIARSLYYNDNCWISSDTHLLYIIHGPICAA.... Result: 0 (no interaction). (6) The miRNA is hsa-miR-3189-3p with sequence CCCUUGGGUCUGAUGGGGUAG. The protein sequence of the target gene is MAATTANPEMTSDVPSLGPAIASGNSGPGIQGGGAIVQRAIKRRPGLDFDDDGEGNSKFLRCDDDQMSNDKERFARSDDEQSSADKERLARENHSEIERRRRNKMTAYITELSDMVPTCSALARKPDKLTILRMAVSHMKSLRGTGNTSTDGSYKPSFLTDQELKHLILEAADGFLFIVSCETGRVVYVSDSVTPVLNQPQSEWFGSTLYDQVHPDDVDKLREQLSTSENALTGRILDLKTGTVKKEGQQSSMRMCMGSRRSFICRMRCGSSSVDPVSVNRLSFVRNRCRNGLGSVKDGE.... Result: 0 (no interaction).